Dataset: Forward reaction prediction with 1.9M reactions from USPTO patents (1976-2016). Task: Predict the product of the given reaction. (1) Given the reactants F[C:2]1[CH:7]=[CH:6][C:5]([C:8]23[CH2:17][CH:12]4[CH2:13][CH:14]([CH2:16][C:10]([C:18]([OH:20])=[O:19])([CH2:11]4)[CH2:9]2)[CH2:15]3)=[CH:4][CH:3]=1.ClC1C=CC(C23CC4CC(CC(C(O)=O)(C4)C2)C3)=CC=1.C12(C(=O)C)CC3CC(CC(C3)C1)C2.C1(C23CC4CC(CC(C(=O)C)(C4)C2)C3)C=CC=CC=1.FC1C=CC(C23CC4CC(CC(C(=O)C)(C4)C2)C3)=CC=1.ClC1C=CC(C23CC4CC(CC(C(=O)C)(C4)C2)C3)=CC=1.COC(=O)C(C(C12CC3CC(CC(C3)C1)C2)=O)C(OC)=O.COC(=O)C(C(C12CC3CC(CC(C4C=CC(Cl)=CC=4)(C3)C1)C2)=O)C(OC)=O.ClC1C=CC(C23CC4CC(CC(C(=O)C=CC5C=CC(C#N)=CC=5)(C4)C2)C3)=CC=1, predict the reaction product. The product is: [C:5]1([C:8]23[CH2:17][CH:12]4[CH2:13][CH:14]([CH2:16][C:10]([C:18]([OH:20])=[O:19])([CH2:11]4)[CH2:9]2)[CH2:15]3)[CH:4]=[CH:3][CH:2]=[CH:7][CH:6]=1. (2) Given the reactants [CH2:1]([O:3][C:4]1[C:5]([O:19][CH2:20][C:21]2[CH:26]=[CH:25][C:24]([O:27][CH3:28])=[CH:23][CH:22]=2)=[N:6][CH:7]=[C:8](B2OC(C)(C)C(C)(C)O2)[CH:9]=1)[CH3:2].Br[C:30]1[CH:35]=[CH:34][C:33]([CH2:36][C:37]([NH:39][C:40]2[O:44][N:43]=[C:42]([C:45]([CH3:51])([CH3:50])[C:46]([F:49])([F:48])[F:47])[CH:41]=2)=[O:38])=[C:32]([F:52])[CH:31]=1.C([O-])([O-])=O.[Cs+].[Cs+], predict the reaction product. The product is: [CH2:1]([O:3][C:4]1[CH:9]=[C:8]([C:30]2[CH:35]=[CH:34][C:33]([CH2:36][C:37]([NH:39][C:40]3[O:44][N:43]=[C:42]([C:45]([CH3:50])([CH3:51])[C:46]([F:49])([F:48])[F:47])[CH:41]=3)=[O:38])=[C:32]([F:52])[CH:31]=2)[CH:7]=[N:6][C:5]=1[O:19][CH2:20][C:21]1[CH:22]=[CH:23][C:24]([O:27][CH3:28])=[CH:25][CH:26]=1)[CH3:2]. (3) Given the reactants [CH3:1][CH:2]([CH3:33])[CH2:3][C@H:4]([NH:19][C:20]([C@@H:22]1[CH2:25][CH2:24][N:23]1C(OC(C)(C)C)=O)=[O:21])/[CH:5]=[CH:6]/[C:7](=[O:18])[NH:8][C:9]1[S:10][C:11]([C:14]([F:17])([F:16])[F:15])=[N:12][N:13]=1.[C:34]([OH:40])([C:36]([F:39])([F:38])[F:37])=[O:35], predict the reaction product. The product is: [F:37][C:36]([F:39])([F:38])[C:34]([OH:40])=[O:35].[CH3:1][CH:2]([CH3:33])[CH2:3][C@H:4]([NH:19][C:20]([C@@H:22]1[CH2:25][CH2:24][NH:23]1)=[O:21])/[CH:5]=[CH:6]/[C:7](=[O:18])[NH:8][C:9]1[S:10][C:11]([C:14]([F:17])([F:15])[F:16])=[N:12][N:13]=1. (4) Given the reactants [N+]([C:4]1[CH:15]=[CH:14][C:7]2[CH:8]=[C:9]([C:11]([OH:13])=O)[O:10][C:6]=2[CH:5]=1)([O-])=O.Cl.Cl.[NH2:18][C@@H:19]1[CH:24]2[CH2:25][CH2:26][N:21]([CH2:22][CH2:23]2)[CH2:20]1.CN(C([O:34][N:35]1N=NC2C=CC=NC1=2)=[N+](C)C)C.F[P-](F)(F)(F)(F)F.C(N(CC)C(C)C)(C)C.CN(C=[O:64])C, predict the reaction product. The product is: [N:21]12[CH2:26][CH2:25][CH:24]([CH2:23][CH2:22]1)[C@@H:19]([NH:18][C:11]([C:9]1[O:10][C:6]3[C:5]([N+:35]([O-:34])=[O:64])=[CH:4][CH:15]=[CH:14][C:7]=3[CH:8]=1)=[O:13])[CH2:20]2. (5) Given the reactants Cl[C:2]1[C:7]([C:8]([O:10][CH3:11])=[O:9])=[C:6]([CH3:12])[N:5]=[CH:4][CH:3]=1.[Cl:13][C:14]1[C:19]([F:20])=[CH:18][C:17](B2OC(C)(C)C(C)(C)O2)=[C:16]([F:30])[CH:15]=1, predict the reaction product. The product is: [Cl:13][C:14]1[C:19]([F:20])=[CH:18][C:17]([C:2]2[C:7]([C:8]([O:10][CH3:11])=[O:9])=[C:6]([CH3:12])[N:5]=[CH:4][CH:3]=2)=[C:16]([F:30])[CH:15]=1. (6) The product is: [NH2:1][C@@H:2]1[C@@H:7]2[CH2:8][C@@H:4]([CH2:5][CH2:6]2)[C@@H:3]1[C:9]([NH2:11])=[O:10]. Given the reactants [NH2:1][C@@H:2]1[C@@H:7]2[CH2:8][C@@H:4]([CH:5]=[CH:6]2)[C@@H:3]1[C:9]([NH2:11])=[O:10], predict the reaction product. (7) Given the reactants [CH:1](NC(C)C)(C)[CH3:2].C([Li])CCC.CN1C(=O)N(C)CCC1.[CH2:22]([C:32]1[CH:37]=[CH:36][C:35](/[CH:38]=[CH:39]/[CH2:40][C:41]#[N:42])=[CH:34][CH:33]=1)[CH2:23][CH2:24][CH2:25][CH2:26][CH2:27][CH2:28][CH2:29][CH2:30][CH3:31].BrCCBr, predict the reaction product. The product is: [CH2:22]([C:32]1[CH:33]=[CH:34][C:35](/[CH:38]=[CH:39]/[C:40]2([C:41]#[N:42])[CH2:2][CH2:1]2)=[CH:36][CH:37]=1)[CH2:23][CH2:24][CH2:25][CH2:26][CH2:27][CH2:28][CH2:29][CH2:30][CH3:31]. (8) The product is: [N:6]([C@@H:23]1[CH2:22][CH2:21][O:20][CH2:19][C@@H:18]1[NH:17][C:15](=[O:16])[O:14][C:11]([CH3:12])([CH3:10])[CH3:13])=[N+:7]=[N-:8]. Given the reactants C([O-])(=O)C.[Na+].[N-:6]=[N+:7]=[N-:8].[Na+].[CH3:10][C:11]([O:14][C:15]([NH:17][C@@H:18]1[C@@H:23](OS(C)(=O)=O)[CH2:22][CH2:21][O:20][CH2:19]1)=[O:16])([CH3:13])[CH3:12].O, predict the reaction product. (9) Given the reactants [Cl:1][C:2]1[CH:3]=[C:4]([C:12]2[O:16][N:15]=[C:14]([C:17]3[CH:26]=[CH:25][CH:24]=[C:23]4[C:18]=3[CH2:19][CH2:20][N:21](C(OC(C)(C)C)=O)[CH2:22]4)[N:13]=2)[CH:5]=[CH:6][C:7]=1[O:8][CH:9]([CH3:11])[CH3:10], predict the reaction product. The product is: [ClH:1].[Cl:1][C:2]1[CH:3]=[C:4]([C:12]2[O:16][N:15]=[C:14]([C:17]3[CH:26]=[CH:25][CH:24]=[C:23]4[C:18]=3[CH2:19][CH2:20][NH:21][CH2:22]4)[N:13]=2)[CH:5]=[CH:6][C:7]=1[O:8][CH:9]([CH3:11])[CH3:10]. (10) Given the reactants [Cl:1][C:2]1[CH:3]=[CH:4][C:5]([O:16][CH2:17][C:18]2[CH:23]=[CH:22][CH:21]=[CH:20][CH:19]=2)=[C:6]([CH2:8][N:9]2[C:13]([CH3:14])=[CH:12][C:11]([NH2:15])=[N:10]2)[CH:7]=1.N1C=CC=CC=1.Cl[C:31]([O:33][CH3:34])=[O:32].C(OCC)(=O)C, predict the reaction product. The product is: [CH3:34][O:33][C:31](=[O:32])[NH:15][C:11]1[CH:12]=[C:13]([CH3:14])[N:9]([CH2:8][C:6]2[CH:7]=[C:2]([Cl:1])[CH:3]=[CH:4][C:5]=2[O:16][CH2:17][C:18]2[CH:19]=[CH:20][CH:21]=[CH:22][CH:23]=2)[N:10]=1.